Task: Regression. Given two drug SMILES strings and cell line genomic features, predict the synergy score measuring deviation from expected non-interaction effect.. Dataset: NCI-60 drug combinations with 297,098 pairs across 59 cell lines (1) Drug 1: C1CC(=O)NC(=O)C1N2CC3=C(C2=O)C=CC=C3N. Synergy scores: CSS=46.1, Synergy_ZIP=-1.11, Synergy_Bliss=-0.778, Synergy_Loewe=-1.35, Synergy_HSA=1.25. Cell line: ACHN. Drug 2: COC1=C(C=C2C(=C1)N=CN=C2NC3=CC(=C(C=C3)F)Cl)OCCCN4CCOCC4. (2) Drug 1: C1=NC2=C(N1)C(=S)N=C(N2)N. Drug 2: CCC(=C(C1=CC=CC=C1)C2=CC=C(C=C2)OCCN(C)C)C3=CC=CC=C3.C(C(=O)O)C(CC(=O)O)(C(=O)O)O. Cell line: SNB-19. Synergy scores: CSS=3.63, Synergy_ZIP=-1.59, Synergy_Bliss=-2.26, Synergy_Loewe=-5.31, Synergy_HSA=-3.18. (3) Synergy scores: CSS=32.2, Synergy_ZIP=-16.8, Synergy_Bliss=-28.9, Synergy_Loewe=-34.0, Synergy_HSA=-33.6. Cell line: HL-60(TB). Drug 1: C1=C(C(=O)NC(=O)N1)F. Drug 2: CC1=C(C=C(C=C1)C(=O)NC2=CC(=CC(=C2)C(F)(F)F)N3C=C(N=C3)C)NC4=NC=CC(=N4)C5=CN=CC=C5.